This data is from Reaction yield outcomes from USPTO patents with 853,638 reactions. The task is: Predict the reaction yield, written as a fraction of the theoretical maximum amount of product (1.0 means a 100% yield; for example, 0.34 means a 34% yield). The reactants are [CH2:1]([N:3]([S:18]([C:21]1[S:22][CH:23]=[CH:24][CH:25]=1)(=[O:20])=[O:19])[C:4]1[CH:5]=[C:6]([CH3:17])[C:7]([CH3:16])=[C:8]2[C:12]=1[NH:11][C:10]([C:13]([NH2:15])=O)=[CH:9]2)[CH3:2].COC1C=CC(P2(SP(C3C=CC(OC)=CC=3)(=S)S2)=[S:35])=CC=1. The catalyst is O1CCCC1. The product is [CH2:1]([N:3]([S:18]([C:21]1[S:22][CH:23]=[CH:24][CH:25]=1)(=[O:20])=[O:19])[C:4]1[CH:5]=[C:6]([CH3:17])[C:7]([CH3:16])=[C:8]2[C:12]=1[NH:11][C:10]([C:13](=[S:35])[NH2:15])=[CH:9]2)[CH3:2]. The yield is 0.770.